Dataset: Full USPTO retrosynthesis dataset with 1.9M reactions from patents (1976-2016). Task: Predict the reactants needed to synthesize the given product. Given the product [C:1]1([NH:7][C:8]([NH:20][NH:19][C:17](=[O:18])[CH2:16][C:10]2[CH:11]=[CH:12][CH:13]=[CH:14][CH:15]=2)=[S:9])[CH:6]=[CH:5][CH:4]=[CH:3][CH:2]=1, predict the reactants needed to synthesize it. The reactants are: [C:1]1([N:7]=[C:8]=[S:9])[CH:6]=[CH:5][CH:4]=[CH:3][CH:2]=1.[C:10]1([CH2:16][C:17]([NH:19][NH2:20])=[O:18])[CH:15]=[CH:14][CH:13]=[CH:12][CH:11]=1.